From a dataset of Forward reaction prediction with 1.9M reactions from USPTO patents (1976-2016). Predict the product of the given reaction. Given the reactants [OH:1][C@H:2]1[CH2:7][CH2:6][CH2:5][CH2:4][C@@H:3]1[NH:8][C:9]([C:11]1[C:15]2=[N:16][CH:17]=[CH:18][CH:19]=[C:14]2[NH:13][CH:12]=1)=[O:10].Br[CH2:21][C:22]1[CH:27]=[CH:26][C:25]([CH3:28])=[CH:24][CH:23]=1.C(=O)([O-])[O-].[Cs+].[Cs+], predict the reaction product. The product is: [OH:1][C@H:2]1[CH2:7][CH2:6][CH2:5][CH2:4][C@@H:3]1[NH:8][C:9]([C:11]1[C:15]2=[N:16][CH:17]=[CH:18][CH:19]=[C:14]2[N:13]([CH2:21][C:22]2[CH:27]=[CH:26][C:25]([CH3:28])=[CH:24][CH:23]=2)[CH:12]=1)=[O:10].